Predict the reactants needed to synthesize the given product. From a dataset of Full USPTO retrosynthesis dataset with 1.9M reactions from patents (1976-2016). (1) Given the product [CH3:20][S:17]([C:14]1[N:13]=[C:12]([NH:21][C@H:22]2[CH2:27][CH2:26][CH2:25][N:24]([S:28]([CH3:31])(=[O:30])=[O:29])[CH2:23]2)[C:11]([C:8]2[N:9]=[C:10]3[C:2]([C:40]#[N:41])=[CH:3][N:4]([CH2:32][O:33][CH2:34][CH2:35][Si:36]([CH3:39])([CH3:38])[CH3:37])[C:5]3=[N:6][CH:7]=2)=[CH:16][N:15]=1)(=[O:19])=[O:18], predict the reactants needed to synthesize it. The reactants are: I[C:2]1[C:10]2[C:5](=[N:6][CH:7]=[C:8]([C:11]3[C:12]([NH:21][C@H:22]4[CH2:27][CH2:26][CH2:25][N:24]([S:28]([CH3:31])(=[O:30])=[O:29])[CH2:23]4)=[N:13][C:14]([S:17]([CH3:20])(=[O:19])=[O:18])=[N:15][CH:16]=3)[N:9]=2)[N:4]([CH2:32][O:33][CH2:34][CH2:35][Si:36]([CH3:39])([CH3:38])[CH3:37])[CH:3]=1.[C:40]([Zn]C#N)#[N:41].CN(C)C=O. (2) Given the product [C:29]([O:33][C:34](=[O:45])[NH:35][C:36]1[CH:41]=[C:40]([Cl:42])[C:39]([O:43][C:15]2[CH:20]=[CH:19][C:18]([O:21][CH3:22])=[C:17]([CH:23]([CH3:24])[CH3:25])[CH:16]=2)=[C:38]([Cl:44])[CH:37]=1)([CH3:32])([CH3:30])[CH3:31], predict the reactants needed to synthesize it. The reactants are: F[B-](F)(F)F.[CH3:22][O:21][C:18]1[CH:19]=[CH:20][C:15]([I+][C:15]2[CH:20]=[CH:19][C:18]([O:21][CH3:22])=[C:17]([CH:23]([CH3:25])[CH3:24])[CH:16]=2)=[CH:16][C:17]=1[CH:23]([CH3:25])[CH3:24].[C:29]([O:33][C:34](=[O:45])[NH:35][C:36]1[CH:41]=[C:40]([Cl:42])[C:39]([OH:43])=[C:38]([Cl:44])[CH:37]=1)([CH3:32])([CH3:31])[CH3:30]. (3) The reactants are: [O:1]1[CH2:6][CH2:5][N:4]([C:7]2[CH:8]=[C:9]([NH:13]C(=O)OC(C)(C)C)[CH:10]=[CH:11][CH:12]=2)[CH2:3][CH2:2]1.Cl. Given the product [O:1]1[CH2:2][CH2:3][N:4]([C:7]2[CH:8]=[C:9]([CH:10]=[CH:11][CH:12]=2)[NH2:13])[CH2:5][CH2:6]1, predict the reactants needed to synthesize it.